Dataset: Forward reaction prediction with 1.9M reactions from USPTO patents (1976-2016). Task: Predict the product of the given reaction. (1) Given the reactants C(OC(=O)[NH:7][C:8]1[CH:13]=[C:12]([N:14]([CH2:16][CH3:17])[CH3:15])[C:11]([Cl:18])=[CH:10][C:9]=1[NH2:19])(C)(C)C.C(O[C:26](=[O:49])[CH2:27][C:28](=O)[C:29]1[CH:34]=[CH:33][CH:32]=[C:31]([C:35]2[O:36][CH:37]=[C:38]([CH2:40][O:41]C3CCCCO3)[N:39]=2)[CH:30]=1)(C)(C)C.C(O)(C(F)(F)F)=O, predict the reaction product. The product is: [Cl:18][C:11]1[C:12]([N:14]([CH2:16][CH3:17])[CH3:15])=[CH:13][C:8]2[N:7]=[C:28]([C:29]3[CH:34]=[CH:33][CH:32]=[C:31]([C:35]4[O:36][CH:37]=[C:38]([CH2:40][OH:41])[N:39]=4)[CH:30]=3)[CH2:27][C:26](=[O:49])[NH:19][C:9]=2[CH:10]=1. (2) Given the reactants [N:1]([CH2:4][C@@H:5]([NH:15][C:16]([C:18]1[S:19][C:20]([C:23]2[C:24]3[C@H:31]([CH3:32])[CH2:30][CH2:29][C:25]=3[N:26]=[CH:27][N:28]=2)=[CH:21][CH:22]=1)=[O:17])[CH2:6][C:7]1[CH:12]=[CH:11][C:10]([Cl:13])=[CH:9][C:8]=1[Cl:14])=[N+]=[N-], predict the reaction product. The product is: [NH2:1][CH2:4][C@@H:5]([NH:15][C:16]([C:18]1[S:19][C:20]([C:23]2[C:24]3[C@H:31]([CH3:32])[CH2:30][CH2:29][C:25]=3[N:26]=[CH:27][N:28]=2)=[CH:21][CH:22]=1)=[O:17])[CH2:6][C:7]1[CH:12]=[CH:11][C:10]([Cl:13])=[CH:9][C:8]=1[Cl:14]. (3) Given the reactants C[O:2][C:3]([C:5]1[CH:10]=[CH:9][C:8]([N+:11]([O-:13])=[O:12])=[C:7]([NH2:14])[N:6]=1)=O.[H-].[Al+3].[Li+].[H-].[H-].[H-].CCOC(C)=O.O, predict the reaction product. The product is: [NH2:14][C:7]1[N:6]=[C:5]([CH2:3][OH:2])[CH:10]=[CH:9][C:8]=1[N+:11]([O-:13])=[O:12]. (4) The product is: [F:20][C:21]1[CH:26]=[C:25]([I:27])[CH:24]=[CH:23][C:22]=1[NH:28][C:29]1[CH:37]=[N:36][CH:35]=[C:34]([C:38]2[CH:43]=[CH:42][CH:41]=[CH:40][C:39]=2[F:44])[C:30]=1[C:31]#[N:33]. Given the reactants N1C=CC=CC=1.FC(F)(F)C(OC(=O)C(F)(F)F)=O.[F:20][C:21]1[CH:26]=[C:25]([I:27])[CH:24]=[CH:23][C:22]=1[NH:28][C:29]1[CH:37]=[N:36][CH:35]=[C:34]([C:38]2[CH:43]=[CH:42][CH:41]=[CH:40][C:39]=2[F:44])[C:30]=1[C:31]([NH2:33])=O, predict the reaction product. (5) The product is: [ClH:16].[S:3]1[C:7]2[CH:8]=[CH:9][CH:10]=[CH:11][C:6]=2[NH:5][C:4]1=[C:12]([C:17]1[N:22]=[C:21]([C:23]([F:24])([F:26])[F:25])[C:20]([C:27]([N:29]2[CH2:30][CH2:31][N:32]([CH3:35])[CH2:33][CH2:34]2)=[O:28])=[CH:19][N:18]=1)[C:13]([NH2:15])=[O:14]. Given the reactants [H-].[Na+].[S:3]1[C:7]2[CH:8]=[CH:9][CH:10]=[CH:11][C:6]=2[N:5]=[C:4]1[CH2:12][C:13]([NH2:15])=[O:14].[Cl:16][C:17]1[N:22]=[C:21]([C:23]([F:26])([F:25])[F:24])[C:20]([C:27]([N:29]2[CH2:34][CH2:33][N:32]([CH3:35])[CH2:31][CH2:30]2)=[O:28])=[CH:19][N:18]=1, predict the reaction product.